Dataset: Forward reaction prediction with 1.9M reactions from USPTO patents (1976-2016). Task: Predict the product of the given reaction. (1) The product is: [OH:25][CH2:26][CH:27]([NH:29][C:21]([C:17]1[N:18]([CH3:20])[N:19]=[C:15](/[CH:14]=[CH:13]/[C:12]2[C:8]([C:5]3[CH:4]=[CH:3][C:2]([F:1])=[CH:7][CH:6]=3)=[N:9][O:10][C:11]=2[CH3:24])[CH:16]=1)=[O:23])[CH3:28]. Given the reactants [F:1][C:2]1[CH:7]=[CH:6][C:5]([C:8]2[C:12](/[CH:13]=[CH:14]/[C:15]3[CH:16]=[C:17]([C:21]([OH:23])=O)[N:18]([CH3:20])[N:19]=3)=[C:11]([CH3:24])[O:10][N:9]=2)=[CH:4][CH:3]=1.[OH:25][CH2:26][CH:27]([NH2:29])[CH3:28], predict the reaction product. (2) Given the reactants [Cl:1][CH2:2][C:3]([NH:5][C:6]1[CH:7]=[C:8]2[C:12](=[CH:13][CH:14]=1)[C:11](=[O:15])[O:10][CH2:9]2)=O.Cl.[OH-].[Na+], predict the reaction product. The product is: [Cl:1][CH2:2][CH2:3][NH:5][C:6]1[CH:7]=[C:8]2[C:12](=[CH:13][CH:14]=1)[C:11](=[O:15])[O:10][CH2:9]2. (3) Given the reactants C([Mg]Cl)(C)C.[CH3:6][NH:7][CH3:8].[Mg](N(C)C)Cl.[Cl:14][C:15]1[CH:16]=[C:17]([CH:37]=[CH:38][C:39]=1[F:40])[CH2:18][N:19]1[CH2:28][CH2:27][C:26]2[C:21](=[C:22]([OH:35])[C:23](=[O:34])[N:24]([CH3:33])[C:25]=2[C:29]([O:31]C)=O)[C:20]1=[O:36], predict the reaction product. The product is: [Cl:14][C:15]1[CH:16]=[C:17]([CH:37]=[CH:38][C:39]=1[F:40])[CH2:18][N:19]1[CH2:28][CH2:27][C:26]2[C:21](=[C:22]([OH:35])[C:23](=[O:34])[N:24]([CH3:33])[C:25]=2[C:29]([N:7]([CH3:8])[CH3:6])=[O:31])[C:20]1=[O:36].